This data is from NCI-60 drug combinations with 297,098 pairs across 59 cell lines. The task is: Regression. Given two drug SMILES strings and cell line genomic features, predict the synergy score measuring deviation from expected non-interaction effect. Drug 1: CC1OCC2C(O1)C(C(C(O2)OC3C4COC(=O)C4C(C5=CC6=C(C=C35)OCO6)C7=CC(=C(C(=C7)OC)O)OC)O)O. Drug 2: CC(C)NC(=O)C1=CC=C(C=C1)CNNC.Cl. Cell line: CCRF-CEM. Synergy scores: CSS=55.9, Synergy_ZIP=3.09, Synergy_Bliss=4.70, Synergy_Loewe=-16.3, Synergy_HSA=2.14.